From a dataset of Catalyst prediction with 721,799 reactions and 888 catalyst types from USPTO. Predict which catalyst facilitates the given reaction. (1) Reactant: C([O-])([O-])=O.[K+].[K+].[Br:7][C:8]1[CH:13]=[CH:12][C:11](F)=[C:10]([N+:15]([O-:17])=[O:16])[CH:9]=1.[CH3:18][C:19]([SH:26])([CH3:25])[C:20]([O:22][CH2:23][CH3:24])=[O:21]. Product: [Br:7][C:8]1[CH:13]=[CH:12][C:11]([S:26][C:19]([CH3:25])([CH3:18])[C:20]([O:22][CH2:23][CH3:24])=[O:21])=[C:10]([N+:15]([O-:17])=[O:16])[CH:9]=1. The catalyst class is: 499. (2) Reactant: [O:1]=[C:2]1[N:6]([C:7]2[CH:8]=[CH:9][C:10]3[C:16](=[O:17])[CH2:15][CH2:14][CH2:13][CH2:12][C:11]=3[CH:18]=2)[CH2:5][C@H:4]([CH2:19][NH:20][C:21](=[O:23])[CH3:22])[O:3]1.[F:24][C:25]1[CH:32]=[CH:31][C:28]([CH:29]=O)=[CH:27][CH:26]=1.N1CCCCC1. Product: [F:24][C:25]1[CH:32]=[CH:31][C:28]([CH:29]=[C:15]2[CH2:14][CH2:13][CH2:12][C:11]3[CH:18]=[C:7]([N:6]4[CH2:5][C@H:4]([CH2:19][NH:20][C:21](=[O:23])[CH3:22])[O:3][C:2]4=[O:1])[CH:8]=[CH:9][C:10]=3[C:16]2=[O:17])=[CH:27][CH:26]=1. The catalyst class is: 15. (3) Reactant: [O:1]=[S:2]1(=[O:28])[CH2:7][CH2:6][CH:5]([C:8]2[C:16]3[C:11](=[C:12]([C:25]([NH2:27])=[O:26])[CH:13]=[C:14]([C:17]4[CH:22]=[CH:21][CH:20]=[C:19]([CH:23]=O)[CH:18]=4)[CH:15]=3)[NH:10][CH:9]=2)[CH2:4][CH2:3]1.[CH3:29][NH:30]C.CC(O)=O.[BH3-]C#N.[Na+]. Product: [O:28]=[S:2]1(=[O:1])[CH2:3][CH2:4][CH:5]([C:8]2[C:16]3[C:11](=[C:12]([C:25]([NH2:27])=[O:26])[CH:13]=[C:14]([C:17]4[CH:22]=[CH:21][CH:20]=[C:19]([CH2:23][NH:30][CH3:29])[CH:18]=4)[CH:15]=3)[NH:10][CH:9]=2)[CH2:6][CH2:7]1. The catalyst class is: 376. (4) Reactant: [CH3:1][O:2][C:3](=[O:16])[CH2:4][C:5]1[CH:10]=[CH:9][C:8]([Cl:11])=[CH:7][C:6]=1[NH:12]C(=O)C.[N:17](OC(C)(C)C)=O.O. Product: [CH3:1][O:2][C:3]([C:4]1[C:5]2[C:6](=[CH:7][C:8]([Cl:11])=[CH:9][CH:10]=2)[NH:12][N:17]=1)=[O:16]. The catalyst class is: 15. (5) Reactant: Br[C:2]1[CH:31]=[CH:30][CH:29]=[CH:28][C:3]=1[O:4][CH2:5][C:6]1[N:7]([CH2:17][C:18]2[CH:23]=[CH:22][C:21]([O:24][CH3:25])=[CH:20][C:19]=2[O:26][CH3:27])[C:8](=[O:16])[C:9]2[CH:15]=[CH:14][N:13]=[CH:12][C:10]=2[N:11]=1.[N:32]1[CH:37]=[CH:36][C:35](B(O)O)=[CH:34][CH:33]=1.P([O-])([O-])([O-])=O.[K+].[K+].[K+]. Product: [CH3:27][O:26][C:19]1[CH:20]=[C:21]([O:24][CH3:25])[CH:22]=[CH:23][C:18]=1[CH2:17][N:7]1[C:8](=[O:16])[C:9]2[CH:15]=[CH:14][N:13]=[CH:12][C:10]=2[N:11]=[C:6]1[CH2:5][O:4][C:3]1[CH:28]=[CH:29][CH:30]=[CH:31][C:2]=1[C:35]1[CH:36]=[CH:37][N:32]=[CH:33][CH:34]=1. The catalyst class is: 73. (6) Reactant: [NH2:1][CH:2]([CH3:12])[CH2:3][C:4]1[CH:5]=[C:6]([CH2:10][OH:11])[CH:7]=[CH:8][CH:9]=1.CS([C:16]1[N:21]=[C:20]([NH:22][C:23]2[N:28]([CH3:29])[C:27](=[O:30])[CH:26]=[C:25]([C:31]3[CH:36]=[CH:35][CH:34]=[CH:33][CH:32]=3)[N:24]=2)[CH:19]=[CH:18][N:17]=1)=O.CCOC(C)=O. Product: [OH:11][CH2:10][C:6]1[CH:5]=[C:4]([CH2:3][CH:2]([NH:1][C:16]2[N:21]=[C:20]([NH:22][C:23]3[N:28]([CH3:29])[C:27](=[O:30])[CH:26]=[C:25]([C:31]4[CH:32]=[CH:33][CH:34]=[CH:35][CH:36]=4)[N:24]=3)[CH:19]=[CH:18][N:17]=2)[CH3:12])[CH:9]=[CH:8][CH:7]=1. The catalyst class is: 37. (7) Reactant: [N+](C1C=CC(O[C:11]([N:13]2[CH:18]([C:19]3[CH:24]=[CH:23][C:22]([C:25]#[N:26])=[CH:21][CH:20]=3)[C:17]([C:27]([O:29][CH3:30])=[O:28])=[C:16]([CH3:31])[N:15]=[C:14]2OC)=[O:12])=CC=1)([O-])=O.Cl.[CH2:35]([NH:42][NH2:43])[C:36]1[CH:41]=[CH:40][CH:39]=[CH:38][CH:37]=1.CCN(CC)CC. Product: [CH3:30][O:29][C:27]([C:17]1[CH:18]([C:19]2[CH:20]=[CH:21][C:22]([C:25]#[N:26])=[CH:23][CH:24]=2)[N:13]2[C:11](=[O:12])[N:42]([CH2:35][C:36]3[CH:41]=[CH:40][CH:39]=[CH:38][CH:37]=3)[N:43]=[C:14]2[NH:15][C:16]=1[CH3:31])=[O:28]. The catalyst class is: 23.